From a dataset of HIV replication inhibition screening data with 41,000+ compounds from the AIDS Antiviral Screen. Binary Classification. Given a drug SMILES string, predict its activity (active/inactive) in a high-throughput screening assay against a specified biological target. The molecule is Cn1c(=O)c2c(nc(NCC[N+](C)(C)Cc3ccc(Cl)cc3)n2C)n(C)c1=O. The result is 0 (inactive).